From a dataset of Full USPTO retrosynthesis dataset with 1.9M reactions from patents (1976-2016). Predict the reactants needed to synthesize the given product. (1) Given the product [CH3:1][O:2][C:3]1[N:13]=[CH:12][C:11]2[S:10][CH2:9][CH2:8][N:7]([CH2:14][C:15]3[CH:16]=[C:17]([CH:22]=[CH:23][CH:24]=3)[C:18]([OH:20])=[O:19])[CH2:6][C:5]=2[CH:4]=1, predict the reactants needed to synthesize it. The reactants are: [CH3:1][O:2][C:3]1[N:13]=[CH:12][C:11]2[S:10][CH2:9][CH2:8][N:7]([CH2:14][C:15]3[CH:16]=[C:17]([CH:22]=[CH:23][CH:24]=3)[C:18]([O:20]C)=[O:19])[CH2:6][C:5]=2[CH:4]=1.CO.C1COCC1.[OH-].[Li+]. (2) Given the product [NH2:23][C:22]1[C:16]2[N:15]=[C:14]([CH2:13][N:2]([CH3:1])[CH:3]3[C:12]4[N:11]=[CH:10][CH:9]=[CH:8][C:7]=4[CH2:6][CH2:5][CH2:4]3)[NH:18][C:17]=2[CH:19]=[CH:20][CH:21]=1, predict the reactants needed to synthesize it. The reactants are: [CH3:1][N:2]([CH2:13][C:14]1[NH:18][C:17]2[CH:19]=[CH:20][CH:21]=[C:22]([N+:23]([O-])=O)[C:16]=2[N:15]=1)[CH:3]1[C:12]2[N:11]=[CH:10][CH:9]=[CH:8][C:7]=2[CH2:6][CH2:5][CH2:4]1. (3) Given the product [I:14][C:3]1[C:4]2[C:9](=[CH:8][CH:7]=[C:6]([C:10]#[N:11])[CH:5]=2)[NH:1][CH:2]=1, predict the reactants needed to synthesize it. The reactants are: [NH:1]1[C:9]2[C:4](=[CH:5][C:6]([C:10]#[N:11])=[CH:7][CH:8]=2)[CH:3]=[CH:2]1.[OH-].[K+].[I:14]I.[O-]S([O-])(=S)=O.[Na+].[Na+]. (4) Given the product [O:9]1[CH2:21][CH:20]1[CH2:19][CH2:18][C:12]1[CH:17]=[CH:16][CH:15]=[CH:14][CH:13]=1, predict the reactants needed to synthesize it. The reactants are: ClC1C=CC=C(C(OO)=[O:9])C=1.[C:12]1([CH2:18][CH2:19][CH:20]=[CH2:21])[CH:17]=[CH:16][CH:15]=[CH:14][CH:13]=1. (5) Given the product [CH3:1][C:2]1[N:7]=[C:6]([N+:8]([O-:10])=[O:9])[C:5]([O:11][CH3:16])=[CH:4][CH:3]=1, predict the reactants needed to synthesize it. The reactants are: [CH3:1][C:2]1[N:7]=[C:6]([N+:8]([O-:10])=[O:9])[C:5]([OH:11])=[CH:4][CH:3]=1.[H-].[Na+].IC.[CH:16](O)(C)C. (6) The reactants are: [O:1]1[C:5]2[CH:6]=[CH:7][C:8]([CH2:10][CH:11]3[CH2:16][NH:15][CH2:14][CH2:13][N:12]3[C:17]([O:19][C:20]([CH3:23])([CH3:22])[CH3:21])=[O:18])=[CH:9][C:4]=2[O:3][CH2:2]1.Cl[C:25]1[C:34]2[C:29](=[CH:30][CH:31]=[C:32]([O:35][CH3:36])[CH:33]=2)[CH:28]=[CH:27][N:26]=1.C(N(CC)CC)C.O. Given the product [O:1]1[C:5]2[CH:6]=[CH:7][C:8]([CH2:10][CH:11]3[CH2:16][N:15]([C:25]4[C:34]5[C:29](=[CH:30][CH:31]=[C:32]([O:35][CH3:36])[CH:33]=5)[CH:28]=[CH:27][N:26]=4)[CH2:14][CH2:13][N:12]3[C:17]([O:19][C:20]([CH3:23])([CH3:22])[CH3:21])=[O:18])=[CH:9][C:4]=2[O:3][CH2:2]1, predict the reactants needed to synthesize it.